From a dataset of Forward reaction prediction with 1.9M reactions from USPTO patents (1976-2016). Predict the product of the given reaction. Given the reactants [Li+].[CH3:2][CH:3]([N-:5]C(C)C)C.[N:9]1([C:19]([O:21][C:22]([CH3:25])([CH3:24])[CH3:23])=[O:20])[CH2:14][CH2:13][CH:12]([C:15]([O:17][CH3:18])=[O:16])[CH2:11][CH2:10]1.BrCC#N, predict the reaction product. The product is: [C:3]([CH2:2][C:12]1([C:15]([O:17][CH3:18])=[O:16])[CH2:11][CH2:10][N:9]([C:19]([O:21][C:22]([CH3:25])([CH3:24])[CH3:23])=[O:20])[CH2:14][CH2:13]1)#[N:5].